This data is from Forward reaction prediction with 1.9M reactions from USPTO patents (1976-2016). The task is: Predict the product of the given reaction. (1) Given the reactants O[C:2]1[C:3](=[O:20])[N:4]([C:14]2[CH:19]=[CH:18][CH:17]=[CH:16][CH:15]=2)[C:5](=[O:13])[C:6]=1[C:7]1[CH:12]=[CH:11][CH:10]=[CH:9][CH:8]=1.C(Cl)(=O)C([Cl:24])=O, predict the reaction product. The product is: [Cl:24][C:2]1[C:3](=[O:20])[N:4]([C:14]2[CH:19]=[CH:18][CH:17]=[CH:16][CH:15]=2)[C:5](=[O:13])[C:6]=1[C:7]1[CH:12]=[CH:11][CH:10]=[CH:9][CH:8]=1. (2) Given the reactants [C:1]([O:5][C:6](=[O:19])[CH2:7][C:8]1([CH2:17][NH2:18])[CH2:14][CH:13]2[CH:9]1[CH:10]=[C:11]([CH2:15][CH3:16])[CH2:12]2)([CH3:4])([CH3:3])[CH3:2].O.[C:21]1([CH3:31])[CH:26]=[CH:25][C:24]([S:27]([OH:30])(=[O:29])=[O:28])=[CH:23][CH:22]=1, predict the reaction product. The product is: [C:21]1([CH3:31])[CH:22]=[CH:23][C:24]([S:27]([OH:30])(=[O:28])=[O:29])=[CH:25][CH:26]=1.[C:1]([O:5][C:6](=[O:19])[CH2:7][C@@:8]1([CH2:17][NH2:18])[CH2:14][C@@H:13]2[C@H:9]1[CH:10]=[C:11]([CH2:15][CH3:16])[CH2:12]2)([CH3:3])([CH3:2])[CH3:4].